This data is from TCR-epitope binding with 47,182 pairs between 192 epitopes and 23,139 TCRs. The task is: Binary Classification. Given a T-cell receptor sequence (or CDR3 region) and an epitope sequence, predict whether binding occurs between them. (1) The epitope is YIFFASFYY. The TCR CDR3 sequence is CASSFVGVGTDTQYF. Result: 1 (the TCR binds to the epitope). (2) The epitope is FLYALALLL. The TCR CDR3 sequence is CASSSFGGLPEQYF. Result: 0 (the TCR does not bind to the epitope). (3) The epitope is IQYIDIGNY. The TCR CDR3 sequence is CASSIQTVNSPLHF. Result: 0 (the TCR does not bind to the epitope). (4) The epitope is IVTDFSVIK. The TCR CDR3 sequence is CASSSRTSGGAGQFF. Result: 1 (the TCR binds to the epitope). (5) The epitope is KRWIIMGLNK. The TCR CDR3 sequence is CASSLAGGETQYF. Result: 0 (the TCR does not bind to the epitope). (6) The epitope is DRFYKTLRAEQASQEV. The TCR CDR3 sequence is CASSVGRTSQETQYF. Result: 0 (the TCR does not bind to the epitope).